Task: Regression. Given a peptide amino acid sequence and an MHC pseudo amino acid sequence, predict their binding affinity value. This is MHC class I binding data.. Dataset: Peptide-MHC class I binding affinity with 185,985 pairs from IEDB/IMGT (1) The binding affinity (normalized) is 0.576. The MHC is HLA-B07:02 with pseudo-sequence HLA-B07:02. The peptide sequence is LPRDASQIT. (2) The peptide sequence is FLKNRFEAL. The MHC is HLA-A02:01 with pseudo-sequence HLA-A02:01. The binding affinity (normalized) is 0.750. (3) The peptide sequence is FQSDIPPLL. The MHC is HLA-B15:09 with pseudo-sequence HLA-B15:09. The binding affinity (normalized) is 0.590. (4) The peptide sequence is MEFNSLLAI. The MHC is HLA-C04:01 with pseudo-sequence HLA-C04:01. The binding affinity (normalized) is 0.213. (5) The peptide sequence is NYLFGGFST. The MHC is HLA-B15:01 with pseudo-sequence HLA-B15:01. The binding affinity (normalized) is 0. (6) The peptide sequence is FTENGPWMY. The MHC is HLA-B15:01 with pseudo-sequence HLA-B15:01. The binding affinity (normalized) is 0.0847. (7) The peptide sequence is LLYEVDGDV. The MHC is HLA-A02:11 with pseudo-sequence HLA-A02:11. The binding affinity (normalized) is 0.280. (8) The peptide sequence is RYFSVTRPL. The binding affinity (normalized) is 0.0550. The MHC is HLA-B07:02 with pseudo-sequence HLA-B07:02. (9) The peptide sequence is AENLWVTVY. The MHC is HLA-A23:01 with pseudo-sequence HLA-A23:01. The binding affinity (normalized) is 0. (10) The peptide sequence is RYPLTFGW. The MHC is HLA-B45:01 with pseudo-sequence HLA-B45:01. The binding affinity (normalized) is 0.